From a dataset of Forward reaction prediction with 1.9M reactions from USPTO patents (1976-2016). Predict the product of the given reaction. (1) Given the reactants Br[C:2]1([C:8]([CH3:9])=[CH:7][CH:6]=[C:5]([O:10][CH:11]([F:13])[F:12])[CH2:4]1)[NH2:3].[Cu][C:15]#[N:16].C(N)CN.Cl, predict the reaction product. The product is: [C:15]([C:2]1([C:8]([CH3:9])=[CH:7][CH:6]=[C:5]([O:10][CH:11]([F:13])[F:12])[CH2:4]1)[NH2:3])#[N:16]. (2) Given the reactants S(Cl)(Cl)=O.[N+:5]([C:8]1[C:9]([C:13]([OH:15])=[O:14])=[N:10][NH:11][CH:12]=1)([O-:7])=[O:6].[CH3:16]O, predict the reaction product. The product is: [N+:5]([C:8]1[CH:12]=[N:11][NH:10][C:9]=1[C:13]([O:15][CH3:16])=[O:14])([O-:7])=[O:6]. (3) Given the reactants [I:1][C:2]1[CH:3]=[C:4]([CH:7]=[CH:8][CH:9]=1)[CH2:5][OH:6].[O:10]1[CH:15]=[CH:14][CH2:13][CH2:12][CH2:11]1, predict the reaction product. The product is: [I:1][C:2]1[CH:3]=[C:4]([CH:7]=[CH:8][CH:9]=1)[CH2:5][O:6][CH:11]1[CH2:12][CH2:13][CH2:14][CH2:15][O:10]1. (4) Given the reactants [Br:1][C:2]1[N:3]=[C:4]([N:21]2[CH2:26][CH2:25][CH2:24][CH:23]([C:27]([O:29][CH3:30])=[O:28])[CH2:22]2)[N:5]2[CH:10]=[CH:9][N:8]=[C:7]([NH:11]CC3C=CC(OC)=CC=3)[C:6]=12, predict the reaction product. The product is: [NH2:11][C:7]1[C:6]2[N:5]([C:4]([N:21]3[CH2:26][CH2:25][CH2:24][CH:23]([C:27]([O:29][CH3:30])=[O:28])[CH2:22]3)=[N:3][C:2]=2[Br:1])[CH:10]=[CH:9][N:8]=1. (5) Given the reactants [F:1][C:2]1[CH:7]=[CH:6][C:5]([F:8])=[CH:4][C:3]=1[CH:9]([S:20][C:21]1[CH:26]=[CH:25][C:24]([F:27])=[CH:23][CH:22]=1)[C:10]1[C:11]([CH3:19])=[CH:12][C:13]([C:16]([NH2:18])=[O:17])=[N:14][CH:15]=1.ClC1C=CC=C(C(OO)=[O:36])C=1, predict the reaction product. The product is: [F:1][C:2]1[CH:7]=[CH:6][C:5]([F:8])=[CH:4][C:3]=1[CH:9]([S:20]([C:21]1[CH:26]=[CH:25][C:24]([F:27])=[CH:23][CH:22]=1)=[O:36])[C:10]1[C:11]([CH3:19])=[CH:12][C:13]([C:16]([NH2:18])=[O:17])=[N:14][CH:15]=1.